Dataset: Full USPTO retrosynthesis dataset with 1.9M reactions from patents (1976-2016). Task: Predict the reactants needed to synthesize the given product. The reactants are: [NH2:1][C:2]1[CH:9]=[CH:8][CH:7]=[C:6]([O:10][CH:11]2[CH2:17][CH2:16][CH2:15][CH2:14][CH2:13][CH2:12]2)[C:3]=1[C:4]#[N:5].O=[C:19]([CH3:26])[CH2:20][C:21]([O:23][CH2:24][CH3:25])=[O:22]. Given the product [CH2:24]([O:23][C:21]([C:20]1[C:19]([CH3:26])=[N:1][C:2]2[C:3]([C:4]=1[NH2:5])=[C:6]([O:10][CH:11]1[CH2:12][CH2:13][CH2:14][CH2:15][CH2:16][CH2:17]1)[CH:7]=[CH:8][CH:9]=2)=[O:22])[CH3:25], predict the reactants needed to synthesize it.